Dataset: Aqueous solubility values for 9,982 compounds from the AqSolDB database. Task: Regression/Classification. Given a drug SMILES string, predict its absorption, distribution, metabolism, or excretion properties. Task type varies by dataset: regression for continuous measurements (e.g., permeability, clearance, half-life) or binary classification for categorical outcomes (e.g., BBB penetration, CYP inhibition). For this dataset (solubility_aqsoldb), we predict Y. (1) The molecule is C=CC(=O)OC1C[C@@H]2CC[C@@]1(C)C2(C)C. The Y is -4.58 log mol/L. (2) The compound is C=CC(C)(CCC=C(C)C)OC(=O)C(C)C. The Y is -4.81 log mol/L. (3) The compound is O=c1cnc2nc[nH]c(=O)c2[nH]1. The Y is -2.96 log mol/L. (4) The compound is CCCCCCCC/C=C\CCCCCCCC(=O)O.CCCCCCCC/C=C\CCCCCCCC(=O)O.CCCCCCCC/C=C\CCCCCCCCNCCCN. The Y is -8.25 log mol/L. (5) The compound is CCCCOC(=O)CC. The Y is -1.94 log mol/L.